From a dataset of NCI-60 drug combinations with 297,098 pairs across 59 cell lines. Regression. Given two drug SMILES strings and cell line genomic features, predict the synergy score measuring deviation from expected non-interaction effect. Drug 1: CC(CN1CC(=O)NC(=O)C1)N2CC(=O)NC(=O)C2. Drug 2: CC1=C(C(CCC1)(C)C)C=CC(=CC=CC(=CC(=O)O)C)C. Cell line: CCRF-CEM. Synergy scores: CSS=59.6, Synergy_ZIP=-4.36, Synergy_Bliss=-4.79, Synergy_Loewe=-2.81, Synergy_HSA=-2.34.